Dataset: NCI-60 drug combinations with 297,098 pairs across 59 cell lines. Task: Regression. Given two drug SMILES strings and cell line genomic features, predict the synergy score measuring deviation from expected non-interaction effect. Drug 1: CC1=C2C(C(=O)C3(C(CC4C(C3C(C(C2(C)C)(CC1OC(=O)C(C(C5=CC=CC=C5)NC(=O)OC(C)(C)C)O)O)OC(=O)C6=CC=CC=C6)(CO4)OC(=O)C)OC)C)OC. Drug 2: CN(C)N=NC1=C(NC=N1)C(=O)N. Cell line: MCF7. Synergy scores: CSS=31.8, Synergy_ZIP=4.84, Synergy_Bliss=-1.46, Synergy_Loewe=-26.0, Synergy_HSA=-1.59.